Dataset: Full USPTO retrosynthesis dataset with 1.9M reactions from patents (1976-2016). Task: Predict the reactants needed to synthesize the given product. Given the product [Cl:33][C:34]1[CH:39]=[C:38]([C:2]2[CH:3]=[C:4]3[C:9](=[CH:10][CH:11]=2)[N:8]=[CH:7][C:6]([C:12]([CH:14]2[CH2:15][CH2:16]2)=[O:13])=[C:5]3[NH:17][C@H:18]2[CH2:19][CH2:20][C@H:21]([CH2:24][NH:25][C:26](=[O:32])[O:27][C:28]([CH3:29])([CH3:30])[CH3:31])[CH2:22][CH2:23]2)[CH:37]=[C:36]([F:49])[C:35]=1[OH:50], predict the reactants needed to synthesize it. The reactants are: Br[C:2]1[CH:3]=[C:4]2[C:9](=[CH:10][CH:11]=1)[N:8]=[CH:7][C:6]([C:12]([CH:14]1[CH2:16][CH2:15]1)=[O:13])=[C:5]2[NH:17][C@H:18]1[CH2:23][CH2:22][C@H:21]([CH2:24][NH:25][C:26](=[O:32])[O:27][C:28]([CH3:31])([CH3:30])[CH3:29])[CH2:20][CH2:19]1.[Cl:33][C:34]1[CH:39]=[C:38](B2OC(C)(C)C(C)(C)O2)[CH:37]=[C:36]([F:49])[C:35]=1[OH:50].